From a dataset of Full USPTO retrosynthesis dataset with 1.9M reactions from patents (1976-2016). Predict the reactants needed to synthesize the given product. (1) The reactants are: [NH2:1][C:2]1[N:10]=[CH:9][CH:8]=[CH:7][C:3]=1[C:4]([OH:6])=[O:5].[CH3:11][CH2:12]O. Given the product [CH2:11]([O:5][C:4](=[O:6])[C:3]1[CH:7]=[CH:8][CH:9]=[N:10][C:2]=1[NH2:1])[CH3:12], predict the reactants needed to synthesize it. (2) Given the product [Cl:1][C:2]1[CH:3]=[C:4]([NH:9][CH:10]([C:12]2[CH:13]=[C:14]([C:29]([N:33]([CH2:34][CH2:35][OH:36])[CH3:32])=[O:31])[CH:15]=[C:16]3[C:21]=2[O:20][C:19]([N:22]2[CH2:27][CH2:26][O:25][CH2:24][CH2:23]2)=[CH:18][C:17]3=[O:28])[CH3:11])[CH:5]=[CH:6][C:7]=1[F:8], predict the reactants needed to synthesize it. The reactants are: [Cl:1][C:2]1[CH:3]=[C:4]([NH:9][CH:10]([C:12]2[CH:13]=[C:14]([C:29]([OH:31])=O)[CH:15]=[C:16]3[C:21]=2[O:20][C:19]([N:22]2[CH2:27][CH2:26][O:25][CH2:24][CH2:23]2)=[CH:18][C:17]3=[O:28])[CH3:11])[CH:5]=[CH:6][C:7]=1[F:8].[CH3:32][NH:33][CH2:34][CH2:35][OH:36]. (3) The reactants are: C([O:8][N:9]=[C:10]1[C:18]2([CH2:23][CH2:22][CH2:21][CH2:20][CH2:19]2)[C:17]2[C:12](=[CH:13][CH:14]=[C:15](Br)[CH:16]=2)[NH:11]1)C1C=CC=CC=1.[C:25]([C:27]1[CH:28]=[C:29](B(O)O)[CH:30]=[CH:31][CH:32]=1)#[N:26]. Given the product [C:25]([C:27]1[CH:28]=[C:29]([C:15]2[CH:16]=[C:17]3[C:12](=[CH:13][CH:14]=2)[NH:11][C:10](=[N:9][OH:8])[C:18]23[CH2:23][CH2:22][CH2:21][CH2:20][CH2:19]2)[CH:30]=[CH:31][CH:32]=1)#[N:26], predict the reactants needed to synthesize it.